Dataset: Catalyst prediction with 721,799 reactions and 888 catalyst types from USPTO. Task: Predict which catalyst facilitates the given reaction. (1) Reactant: Cl[C:2]1[CH:7]=[CH:6][C:5]([N+:8]([O-:10])=[O:9])=[CH:4][N:3]=1.Cl.[CH3:12][O:13][C@H:14]1[CH2:18][CH2:17][NH:16][CH2:15]1.C(=O)([O-])[O-].[K+].[K+]. Product: [CH3:12][O:13][C@H:14]1[CH2:18][CH2:17][N:16]([C:2]2[CH:7]=[CH:6][C:5]([N+:8]([O-:10])=[O:9])=[CH:4][N:3]=2)[CH2:15]1. The catalyst class is: 10. (2) Reactant: [O:1]=[C:2]1[NH:6][C@H:5]([C:7]([OH:9])=O)[CH2:4][CH2:3]1.F[P-](F)(F)(F)(F)F.C[N+](C)=C(N(C)C)ON1C2N=CC=CC=2N=N1.C(N(CC)C(C)C)(C)C.[NH2:43][C@@H:44]([CH2:64][C:65]1[CH:70]=[CH:69][C:68]([CH:71]2[S:75](=[O:77])(=[O:76])[NH:74][C:73](=[O:78])[CH2:72]2)=[CH:67][CH:66]=1)[C:45]([NH:47][CH2:48][CH2:49][CH2:50][CH2:51][O:52][C:53]1[CH:62]=[CH:61][CH:60]=[C:59]([OH:63])[C:54]=1[C:55]([O:57][CH3:58])=[O:56])=[O:46]. Product: [O:76]=[S:75]1(=[O:77])[CH:71]([C:68]2[CH:67]=[CH:66][C:65]([CH2:64][C@H:44]([NH:43][C:7]([C@@H:5]3[CH2:4][CH2:3][C:2](=[O:1])[NH:6]3)=[O:9])[C:45]([NH:47][CH2:48][CH2:49][CH2:50][CH2:51][O:52][C:53]3[CH:62]=[CH:61][CH:60]=[C:59]([OH:63])[C:54]=3[C:55]([O:57][CH3:58])=[O:56])=[O:46])=[CH:70][CH:69]=2)[CH2:72][C:73](=[O:78])[NH:74]1. The catalyst class is: 3. (3) Reactant: Br[CH2:2][CH2:3][CH2:4][O:5][C:6]1[CH:11]=[CH:10][C:9]([C:12]2[N:16]=[C:15]([C:17]3[CH:18]=[CH:19][C:20]([O:25][CH:26]([CH3:28])[CH3:27])=[C:21]([CH:24]=3)[C:22]#[N:23])[O:14][N:13]=2)=[C:8]([CH2:29][CH3:30])[CH:7]=1.[CH3:31][NH2:32]. Product: [CH2:29]([C:8]1[CH:7]=[C:6]([O:5][CH2:4][CH2:3][CH2:2][NH:32][CH3:31])[CH:11]=[CH:10][C:9]=1[C:12]1[N:16]=[C:15]([C:17]2[CH:18]=[CH:19][C:20]([O:25][CH:26]([CH3:28])[CH3:27])=[C:21]([CH:24]=2)[C:22]#[N:23])[O:14][N:13]=1)[CH3:30]. The catalyst class is: 7.